From a dataset of Catalyst prediction with 721,799 reactions and 888 catalyst types from USPTO. Predict which catalyst facilitates the given reaction. Reactant: [Br:1][C:2]1[CH:8]=[CH:7][C:6]([O:9][CH3:10])=[C:4]([OH:5])[C:3]=1[OH:11].Br[CH2:13][CH2:14][CH2:15]Br.[F-].[K+].O. Product: [Br:1][C:2]1[C:3]2[O:11][CH2:15][CH2:14][CH2:13][O:5][C:4]=2[C:6]([O:9][CH3:10])=[CH:7][CH:8]=1. The catalyst class is: 3.